Dataset: Reaction yield outcomes from USPTO patents with 853,638 reactions. Task: Predict the reaction yield, written as a fraction of the theoretical maximum amount of product (1.0 means a 100% yield; for example, 0.34 means a 34% yield). (1) The reactants are [H-].[Na+].[F:3][C:4]1[CH:18]=[CH:17][CH:16]=[CH:15][C:5]=1[CH2:6][CH:7]1[CH2:12][CH2:11][CH:10]([CH2:13][OH:14])[CH2:9][CH2:8]1.[F:19][C:20]1[CH:27]=[CH:26][CH:25]=[C:24](F)[C:21]=1[C:22]#[N:23]. The catalyst is CN(C)C=O. The product is [F:19][C:20]1[CH:27]=[CH:26][CH:25]=[C:24]([O:14][CH2:13][CH:10]2[CH2:9][CH2:8][CH:7]([CH2:6][C:5]3[CH:15]=[CH:16][CH:17]=[CH:18][C:4]=3[F:3])[CH2:12][CH2:11]2)[C:21]=1[C:22]#[N:23]. The yield is 0.980. (2) The reactants are [C:1]([NH:4][C@H:5]1[C@@H:10]([N:11]2[CH2:15][CH2:14][C@H:13]([NH:16][C:17]([O:19][CH2:20][C:21]3[CH:26]=[CH:25][CH:24]=[CH:23][CH:22]=3)=[O:18])[C:12]2=[O:27])[CH2:9][CH2:8][C@@H:7]([NH:28]C(=O)OC(C)(C)C)[CH2:6]1)(=[O:3])[CH3:2].C(O)(C(F)(F)F)=O. The catalyst is ClCCl. The product is [C:1]([NH:4][C@@H:5]1[CH2:6][C@H:7]([NH2:28])[CH2:8][CH2:9][C@@H:10]1[N:11]1[CH2:15][CH2:14][C@H:13]([NH:16][C:17](=[O:18])[O:19][CH2:20][C:21]2[CH:22]=[CH:23][CH:24]=[CH:25][CH:26]=2)[C:12]1=[O:27])(=[O:3])[CH3:2]. The yield is 1.00. (3) The reactants are [CH2:1]([O:8][N:9]1[C:15](=[O:16])[N:14]2[CH2:17][C@H:10]1[CH2:11][CH2:12][C@H:13]2[C:18]([OH:20])=O)[C:2]1[CH:7]=[CH:6][CH:5]=[CH:4][CH:3]=1.[NH2:21][O:22][CH2:23][CH:24]1[CH2:27][N:26]([C:28]([O:30][C:31]([CH3:34])([CH3:33])[CH3:32])=[O:29])[CH2:25]1. No catalyst specified. The product is [CH2:1]([O:8][N:9]1[C:15](=[O:16])[N:14]2[CH2:17][C@H:10]1[CH2:11][CH2:12][C@H:13]2[C:18]([NH:21][O:22][CH2:23][CH:24]1[CH2:27][N:26]([C:28]([O:30][C:31]([CH3:34])([CH3:33])[CH3:32])=[O:29])[CH2:25]1)=[O:20])[C:2]1[CH:3]=[CH:4][CH:5]=[CH:6][CH:7]=1. The yield is 0.760. (4) The reactants are Br[CH2:2][CH2:3][O:4][C:5]1[CH:6]=[C:7]2[C:11](=[CH:12][CH:13]=1)[N:10]([C:14]1[CH:19]=[CH:18][CH:17]=[C:16]([I:20])[CH:15]=1)[N:9]=[C:8]2[C:21]([NH2:23])=[O:22].C([N:27]([CH2:31][CH3:32])[CH:28](C)C)(C)C.N1CCC1. The catalyst is C(#N)C. The product is [N:27]1([CH2:2][CH2:3][O:4][C:5]2[CH:6]=[C:7]3[C:11](=[CH:12][CH:13]=2)[N:10]([C:14]2[CH:19]=[CH:18][CH:17]=[C:16]([I:20])[CH:15]=2)[N:9]=[C:8]3[C:21]([NH2:23])=[O:22])[CH2:28][CH2:32][CH2:31]1. The yield is 0.390. (5) The reactants are [BH4-].[Li+].[CH2:3]([N:10]([CH2:18][C:19]1[CH:24]=[CH:23][CH:22]=[CH:21][CH:20]=1)[CH2:11][C@@H:12]([F:17])[C:13](OC)=[O:14])[C:4]1[CH:9]=[CH:8][CH:7]=[CH:6][CH:5]=1. The catalyst is C1COCC1. The product is [CH2:18]([N:10]([CH2:3][C:4]1[CH:5]=[CH:6][CH:7]=[CH:8][CH:9]=1)[CH2:11][C@@H:12]([F:17])[CH2:13][OH:14])[C:19]1[CH:20]=[CH:21][CH:22]=[CH:23][CH:24]=1. The yield is 0.930.